This data is from Full USPTO retrosynthesis dataset with 1.9M reactions from patents (1976-2016). The task is: Predict the reactants needed to synthesize the given product. (1) Given the product [CH2:13]([N:17]([CH2:54][CH2:55][NH:61][CH2:62][CH2:63][C:64]1[C:69]2[O:70][CH2:71][C:72](=[O:74])[NH:73][C:68]=2[C:67]([OH:75])=[CH:66][CH:65]=1)[C:18](=[O:53])[CH2:19][CH2:20][O:21][CH2:22][CH2:23][C:24]1[CH:29]=[CH:28][CH:27]=[C:26]([CH2:30][CH2:31][N:32]2[CH2:52][CH2:51][C:35]3([O:40][CH2:39][CH2:38][N:37]([C:41]([C:43]4[N:44]=[C:45]([CH:48]([CH3:49])[CH3:50])[S:46][CH:47]=4)=[O:42])[CH2:36]3)[CH2:34][CH2:33]2)[CH:25]=1)[CH2:14][CH2:15][CH3:16], predict the reactants needed to synthesize it. The reactants are: O.C1(C)C=CC(S(O)(=O)=O)=CC=1.[CH2:13]([N:17]([CH2:54][CH:55](OC)OC)[C:18](=[O:53])[CH2:19][CH2:20][O:21][CH2:22][CH2:23][C:24]1[CH:29]=[CH:28][CH:27]=[C:26]([CH2:30][CH2:31][N:32]2[CH2:52][CH2:51][C:35]3([O:40][CH2:39][CH2:38][N:37]([C:41]([C:43]4[N:44]=[C:45]([CH:48]([CH3:50])[CH3:49])[S:46][CH:47]=4)=[O:42])[CH2:36]3)[CH2:34][CH2:33]2)[CH:25]=1)[CH2:14][CH2:15][CH3:16].Cl.[NH2:61][CH2:62][CH2:63][C:64]1[C:69]2[O:70][CH2:71][C:72](=[O:74])[NH:73][C:68]=2[C:67]([OH:75])=[CH:66][CH:65]=1.C(=O)(O)[O-].[Na+].C(O[BH-](OC(=O)C)OC(=O)C)(=O)C.[Na+]. (2) Given the product [NH2:29][C:30]1[N:31]=[CH:32][C:33]([C:2]2[CH:11]=[CH:10][C:9]3[N:8]=[CH:7][C:6]4[N:12]([CH3:25])[C:13](=[O:24])[N:14]([C:15]5[C:16]([CH3:23])=[N:17][N:18]([CH:20]([CH3:21])[CH3:22])[CH:19]=5)[C:5]=4[C:4]=3[CH:3]=2)=[CH:34][C:35]=1[CH2:36][OH:37], predict the reactants needed to synthesize it. The reactants are: Br[C:2]1[CH:11]=[CH:10][C:9]2[N:8]=[CH:7][C:6]3[N:12]([CH3:25])[C:13](=[O:24])[N:14]([C:15]4[C:16]([CH3:23])=[N:17][N:18]([CH:20]([CH3:22])[CH3:21])[CH:19]=4)[C:5]=3[C:4]=2[CH:3]=1.C([N:29](C(=O)C)[C:30]1[C:35]([CH2:36][O:37]C(=O)C)=[CH:34][C:33](B2OC(C)(C)C(C)(C)O2)=[CH:32][N:31]=1)(=O)C.[Li+].[OH-]. (3) Given the product [CH3:18][O:17][C:15]1[CH:16]=[C:11]2[C:12](=[CH:13][CH:14]=1)[C:19]([OH:27])=[C:20]([C:21]1[CH:22]=[CH:23][CH:24]=[CH:25][CH:26]=1)[C:2]([CH2:3][CH2:4][CH2:5][CH2:6][CH2:7][CH2:8][CH2:9][CH3:10])=[CH:1]2, predict the reactants needed to synthesize it. The reactants are: [C:1]([C:11]1[CH:16]=[C:15]([O:17][CH3:18])[CH:14]=[CH:13][C:12]=1[C:19](=[O:27])[CH2:20][C:21]1[CH:26]=[CH:25][CH:24]=[CH:23][CH:22]=1)#[C:2][CH2:3][CH2:4][CH2:5][CH2:6][CH2:7][CH2:8][CH2:9][CH3:10].C[Si]([N-][Si](C)(C)C)(C)C.[K+]. (4) Given the product [N:25](=[C:19](/[C@@H:10]1[C@:9]2([CH3:22])[C@H:13]([C@H:14]3[C@H:6]([C@@H:7]([OH:23])[CH2:8]2)[C@:5]2([CH3:24])[C:17]([CH2:18][C@@H:2]([OH:1])[CH2:3][CH2:4]2)=[CH:16][CH2:15]3)[CH2:12][CH2:11]1)\[CH3:20])\[NH2:26], predict the reactants needed to synthesize it. The reactants are: [OH:1][CH:2]1[CH2:18][C:17]2[C:5]([CH3:24])([CH:6]3[CH:14]([CH2:15][CH:16]=2)[CH:13]2[C:9]([CH3:22])([CH:10]([C:19](=O)[CH3:20])[CH2:11][CH2:12]2)[CH2:8][CH:7]3[OH:23])[CH2:4][CH2:3]1.[NH2:25][NH2:26]. (5) Given the product [Cl:29][C:6]1[CH:5]=[N+:4]([O-:30])[CH:3]=[C:2]([Cl:1])[C:7]=1[CH2:8][C:9]([C:11]1[C:26]2[O:25][CH2:24][C:18]3([CH2:19][CH2:20][O:21][CH2:22][CH2:23]3)[CH2:17][O:16][C:15]=2[C:14]([O:27][CH3:28])=[CH:13][CH:12]=1)=[O:10], predict the reactants needed to synthesize it. The reactants are: [Cl:1][C:2]1[CH:3]=[N:4][CH:5]=[C:6]([Cl:29])[C:7]=1[CH2:8][C:9]([C:11]1[C:26]2[O:25][CH2:24][C:18]3([CH2:23][CH2:22][O:21][CH2:20][CH2:19]3)[CH2:17][O:16][C:15]=2[C:14]([O:27][CH3:28])=[CH:13][CH:12]=1)=[O:10].[OH:30]O. (6) Given the product [NH:13]1[C:17]2=[N:18][CH:19]=[N:20][C:21]([C:22]3[C:23]([NH:28][C:29]4[C:30]5[CH:31]=[CH:32][N:33]=[C:34]([NH:11][C:9]6[CH:8]=[CH:7][C:5]7[O:6][C:2]([F:1])([F:12])[O:3][C:4]=7[CH:10]=6)[C:35]=5[CH:36]=[CH:37][C:38]=4[CH3:39])=[N:24][CH:25]=[CH:26][CH:27]=3)=[C:16]2[CH:15]=[N:14]1, predict the reactants needed to synthesize it. The reactants are: [F:1][C:2]1([F:12])[O:6][C:5]2[CH:7]=[CH:8][C:9]([NH2:11])=[CH:10][C:4]=2[O:3]1.[NH:13]1[C:17]2=[N:18][CH:19]=[N:20][C:21]([C:22]3[C:23]([NH:28][C:29]4[C:30]5[CH:31]=[CH:32][N:33]=[C:34](Cl)[C:35]=5[CH:36]=[CH:37][C:38]=4[CH3:39])=[N:24][CH:25]=[CH:26][CH:27]=3)=[C:16]2[CH:15]=[N:14]1.FC(F)(F)C(O)=O.CO. (7) Given the product [F:8][C:6]1[CH:7]=[C:2]2[NH:21][N:20]=[C:9]([CH2:10][C:11]3[CH:16]=[CH:15][CH:14]=[CH:13][C:12]=3[F:17])[C:3]2=[N:4][CH:5]=1, predict the reactants needed to synthesize it. The reactants are: F[C:2]1[C:3]([C:9](=O)[CH2:10][C:11]2[CH:16]=[CH:15][CH:14]=[CH:13][C:12]=2[F:17])=[N:4][CH:5]=[C:6]([F:8])[CH:7]=1.O.[NH2:20][NH2:21]. (8) Given the product [CH3:13][CH:12]1[C:7]2[C:6](=[O:14])[NH:5][C:4](=[O:17])[NH:9][C:8]=2[CH2:10][S:11]1, predict the reactants needed to synthesize it. The reactants are: C(S[C:4]1[NH:5][C:6](=[O:14])[C:7]2[CH:12]([CH3:13])[S:11][CH2:10][C:8]=2[N:9]=1)C.C(O)(=[O:17])C. (9) Given the product [CH:27]1([C:28]([N:29]2[CH2:55][CH2:56][N:57]([C:19]([C:15]3[CH:14]=[C:13]([CH:18]=[CH:17][CH:16]=3)[CH2:12][N:8]3[C:3]4[C:4](=[CH:9][CH:10]=[CH:11][C:2]=4[F:1])[C:5](=[O:23])[NH:6][C:7]3=[O:22])=[O:20])[CH2:58][CH2:30]2)=[O:36])[CH2:32][CH2:33][CH2:34][CH2:25][CH2:26]1, predict the reactants needed to synthesize it. The reactants are: [F:1][C:2]1[CH:3]=[C:4]2[C:9](=[CH:10][CH:11]=1)[N:8]([CH2:12][C:13]1[CH:18]=[CH:17][CH:16]=[C:15]([C:19](O)=[O:20])[CH:14]=1)[C:7](=[O:22])[NH:6][C:5]2=[O:23].F[C:25]1[CH:26]=[C:27]2[C:32](=[CH:33][CH:34]=1)N[C:30](=O)[NH:29][C:28]2=[O:36].BrCC1C=C(C=CC=1)C(OC)=O.COC(C1C=[C:55](C=CC=1)[CH2:56][N:57]1C2C(=CC=CC=2)C(=O)N[C:58]1=O)=O. (10) Given the product [F:1][C:2]1[CH:7]=[CH:6][C:5]([C:8]2[C:17]3[C:12](=[CH:13][C:14]([CH2:18][N:19]([C:20]4[O:21][C:22]([C:25]([OH:32])([C:28]([F:30])([F:31])[F:29])[CH2:26][CH3:27])=[N:23][N:24]=4)[CH3:36])=[CH:15][CH:16]=3)[O:11][C:10](=[O:33])[CH:9]=2)=[CH:4][CH:3]=1, predict the reactants needed to synthesize it. The reactants are: [F:1][C:2]1[CH:7]=[CH:6][C:5]([C:8]2[C:17]3[C:12](=[CH:13][C:14]([CH2:18][NH:19][C:20]4[O:21][C:22]([C:25]([OH:32])([C:28]([F:31])([F:30])[F:29])[CH2:26][CH3:27])=[N:23][N:24]=4)=[CH:15][CH:16]=3)[O:11][C:10](=[O:33])[CH:9]=2)=[CH:4][CH:3]=1.CI.[C:36]([O-])([O-])=O.[K+].[K+].